Task: Predict the reactants needed to synthesize the given product.. Dataset: Retrosynthesis with 50K atom-mapped reactions and 10 reaction types from USPTO (1) Given the product Cc1c(NS(=O)(=O)N2CC[C@@H](O)[C@@]2(C)C(=O)O)ccc(C#N)c1Cl, predict the reactants needed to synthesize it. The reactants are: COC(=O)[C@]1(C)[C@H](O)CCN1S(=O)(=O)Nc1ccc(C#N)c(Cl)c1C. (2) The reactants are: CCNC.CCOC(=O)c1c(OS(=O)(=O)C(F)(F)F)nc2c(F)cc(Cl)cc2c1Cc1ccccc1Cl. Given the product CCOC(=O)c1c(N(C)CC)nc2c(F)cc(Cl)cc2c1Cc1ccccc1Cl, predict the reactants needed to synthesize it. (3) Given the product COC(=O)c1cccc(Sc2c(C)n(-c3ccc(C)nc3)c3cc(Cl)ccc23)c1, predict the reactants needed to synthesize it. The reactants are: COC(=O)c1cccc(Sc2c(C)[nH]c3cc(Cl)ccc23)c1.Cc1ccc(Br)cn1. (4) The reactants are: CC1(C)CCC(C)(C)c2cc(OCc3ccc(C#N)cc3)ccc21. Given the product CC1(C)CCC(C)(C)c2cc(OCc3ccc(CN)cc3)ccc21, predict the reactants needed to synthesize it. (5) Given the product C=C(COc1cccc([N+](=O)[O-])c1N)c1ccccn1, predict the reactants needed to synthesize it. The reactants are: CC(C)(C)[O-].Nc1c(OCC(=O)c2ccccn2)cccc1[N+](=O)[O-]. (6) Given the product O=C(O)[C@@H](Cc1ccccc1)Oc1c(Cl)cc(-c2cccc3c2oc2ccccc23)cc1Cl, predict the reactants needed to synthesize it. The reactants are: COC(=O)[C@@H](Cc1ccccc1)Oc1c(Cl)cc(-c2cccc3c2oc2ccccc23)cc1Cl. (7) Given the product C[C@@H]1CCNC[C@@H]1N(C)c1ncnc2[nH]ccc12, predict the reactants needed to synthesize it. The reactants are: C[C@@H]1CCN(Cc2ccccc2)C[C@@H]1N(C)c1ncnc2[nH]ccc12. (8) Given the product CC(=Nc1ccc(O[Si](C)(C)C)cc1)c1cccc(C(C)=Nc2c(C)cc(C)cc2C)n1, predict the reactants needed to synthesize it. The reactants are: CC(=O)c1cccc(C(C)=Nc2c(C)cc(C)cc2C)n1.C[Si](C)(C)Oc1ccc(N)cc1. (9) The reactants are: CCOC(=O)c1sc(-c2cc(OC)c(OC)c(OC)c2)nc1C.NN. Given the product COc1cc(-c2nc(C)c(C(=O)NN)s2)cc(OC)c1OC, predict the reactants needed to synthesize it. (10) Given the product CCCCCCCCCCCCn1c2cc(Br)ccc2c2ccc(Br)cc21, predict the reactants needed to synthesize it. The reactants are: Brc1ccc2c(c1)[nH]c1cc(Br)ccc12.CCCCCCCCCCCCBr.